This data is from Full USPTO retrosynthesis dataset with 1.9M reactions from patents (1976-2016). The task is: Predict the reactants needed to synthesize the given product. (1) The reactants are: [CH3:1][N:2]1[CH:6]=[CH:5][N:4]=[N:3]1.C([Li])CCC.[CH3:12][C:13]1[S:14][C:15]([CH:19]=[O:20])=[C:16]([CH3:18])[N:17]=1. Given the product [CH3:1][N:2]1[CH:6]=[CH:5][N:4]=[N:3]1.[CH3:12][C:13]1[S:14][C:15]([CH:19]([C:6]2[N:2]([CH3:1])[N:3]=[N:4][CH:5]=2)[OH:20])=[C:16]([CH3:18])[N:17]=1, predict the reactants needed to synthesize it. (2) Given the product [CH:38]1([CH2:41][O:42][C:43]2[CH:51]=[CH:50][C:46]3[O:47][CH2:48][O:49][C:45]=3[C:44]=2[C:52]2[C:53]3[NH:60][CH:59]=[C:58]([C:61]([NH:1][C@H:2]([CH2:30][C:31]4[CH:32]=[CH:33][C:34]([F:37])=[CH:35][CH:36]=4)[C:3]([N:5]4[CH2:6][CH2:7][CH:8]([N:11]5[C:16](=[O:17])[C:15]([CH3:19])([CH3:18])[CH2:14][C:13]([C:20]6[CH:25]=[CH:24][C:23]([O:26][CH3:27])=[C:22]([O:28][CH3:29])[CH:21]=6)=[N:12]5)[CH2:9][CH2:10]4)=[O:4])=[O:62])[C:54]=3[N:55]=[CH:56][N:57]=2)[CH2:39][CH2:40]1, predict the reactants needed to synthesize it. The reactants are: [NH2:1][C@H:2]([CH2:30][C:31]1[CH:36]=[CH:35][C:34]([F:37])=[CH:33][CH:32]=1)[C:3]([N:5]1[CH2:10][CH2:9][CH:8]([N:11]2[C:16](=[O:17])[C:15]([CH3:19])([CH3:18])[CH2:14][C:13]([C:20]3[CH:25]=[CH:24][C:23]([O:26][CH3:27])=[C:22]([O:28][CH3:29])[CH:21]=3)=[N:12]2)[CH2:7][CH2:6]1)=[O:4].[CH:38]1([CH2:41][O:42][C:43]2[CH:51]=[CH:50][C:46]3[O:47][CH2:48][O:49][C:45]=3[C:44]=2[C:52]2[C:53]3[NH:60][CH:59]=[C:58]([C:61](O)=[O:62])[C:54]=3[N:55]=[CH:56][N:57]=2)[CH2:40][CH2:39]1.CCOC(C(C#N)=NOC(N1CCOCC1)=[N+](C)C)=O.F[P-](F)(F)(F)(F)F.CCN(C(C)C)C(C)C. (3) Given the product [Cl:7][C:8]1[CH:15]=[C:14]([NH:16][C@H:17]2[CH2:21][CH2:20][N:19]([CH2:25][CH2:24][C:23]([F:28])([F:27])[F:22])[CH2:18]2)[CH:13]=[CH:12][C:9]=1[C:10]#[N:11], predict the reactants needed to synthesize it. The reactants are: C([O-])([O-])=O.[K+].[K+].[Cl:7][C:8]1[CH:15]=[C:14]([NH:16][C@H:17]2[CH2:21][CH2:20][NH:19][CH2:18]2)[CH:13]=[CH:12][C:9]=1[C:10]#[N:11].[F:22][C:23]([F:28])([F:27])[CH2:24][CH2:25]I.C([O-])(O)=O.[Na+].